From a dataset of Forward reaction prediction with 1.9M reactions from USPTO patents (1976-2016). Predict the product of the given reaction. (1) Given the reactants [Cl:1][C:2]1[CH:7]=[CH:6][C:5]([CH:8]([CH:12]2[CH2:16][CH2:15][C:14]([F:18])([F:17])[CH2:13]2)[C:9](O)=[O:10])=[CH:4][CH:3]=1.CN(C=O)C.C(Cl)(=O)C([Cl:27])=O, predict the reaction product. The product is: [Cl:1][C:2]1[CH:7]=[CH:6][C:5]([CH:8]([CH:12]2[CH2:16][CH2:15][C:14]([F:18])([F:17])[CH2:13]2)[C:9]([Cl:27])=[O:10])=[CH:4][CH:3]=1. (2) Given the reactants Cl.[OH:2][CH2:3][C:4]1[CH:9]=[C:8]([C:10]([F:13])([F:12])[F:11])[N:7]=[C:6]([NH:14][CH:15]2[CH2:20][CH2:19][N:18](C(OC(C)(C)C)=O)[CH2:17][CH2:16]2)[CH:5]=1.[OH-].[Na+], predict the reaction product. The product is: [NH:18]1[CH2:19][CH2:20][CH:15]([NH:14][C:6]2[CH:5]=[C:4]([CH2:3][OH:2])[CH:9]=[C:8]([C:10]([F:12])([F:11])[F:13])[N:7]=2)[CH2:16][CH2:17]1. (3) Given the reactants [CH:1]1([CH:4]([C:7](=O)[CH3:8])[C:5]#[N:6])[CH2:3][CH2:2]1.CC(O)=O.O.[NH2:15][NH2:16].C([O-])(O)=O.[Na+], predict the reaction product. The product is: [CH:1]1([C:4]2[C:7]([CH3:8])=[N:15][NH:16][C:5]=2[NH2:6])[CH2:3][CH2:2]1. (4) Given the reactants [CH2:1]([N:3]([CH2:33][CH3:34])[C:4]([C:6]1[CH:10]=[C:9]([C:11]2[CH:16]=[N:15][C:14]([NH:17]C(OC(C)(C)C)=O)=[CH:13][N:12]=2)[N:8]([C:25]2[N:26]=[N:27][C:28]([O:31][CH3:32])=[CH:29][CH:30]=2)[N:7]=1)=[O:5])[CH3:2].FC(F)(F)C(O)=O, predict the reaction product. The product is: [CH2:33]([N:3]([CH2:1][CH3:2])[C:4]([C:6]1[CH:10]=[C:9]([C:11]2[CH:16]=[N:15][C:14]([NH2:17])=[CH:13][N:12]=2)[N:8]([C:25]2[N:26]=[N:27][C:28]([O:31][CH3:32])=[CH:29][CH:30]=2)[N:7]=1)=[O:5])[CH3:34]. (5) Given the reactants [Si:1]([O:8][C:9]1[CH:14]=[CH:13][C:12]([C:15]2[N:16]=[C:17]([C:22]3[CH:26]=[CH:25][S:24][CH:23]=3)[C:18]([NH2:21])=[N:19][CH:20]=2)=[CH:11][CH:10]=1)([C:4]([CH3:7])([CH3:6])[CH3:5])([CH3:3])[CH3:2].[Si:27]([O:34][C:35]1[CH:40]=[CH:39][C:38]([CH2:41][C:42](Cl)=[O:43])=[CH:37][CH:36]=1)([C:30]([CH3:33])([CH3:32])[CH3:31])([CH3:29])[CH3:28].O, predict the reaction product. The product is: [Si:27]([O:34][C:35]1[CH:36]=[CH:37][C:38]([CH2:41][C:42]([NH:21][C:18]2[C:17]([C:22]3[CH:26]=[CH:25][S:24][CH:23]=3)=[N:16][C:15]([C:12]3[CH:11]=[CH:10][C:9]([O:8][Si:1]([C:4]([CH3:7])([CH3:5])[CH3:6])([CH3:2])[CH3:3])=[CH:14][CH:13]=3)=[CH:20][N:19]=2)=[O:43])=[CH:39][CH:40]=1)([C:30]([CH3:33])([CH3:32])[CH3:31])([CH3:29])[CH3:28]. (6) Given the reactants C(O)[C@H](O)[C@H:3]1OC(=O)[C:6](=O)[C:4]1=[O:5].O=[CH:14][C:15]1[CH:23]=[CH:22][C:20]([OH:21])=[C:17]([O:18][CH3:19])[CH:16]=1, predict the reaction product. The product is: [CH3:3][C:4](/[CH:6]=[CH:14]/[C:15]1[CH:23]=[CH:22][C:20]([OH:21])=[C:17]([O:18][CH3:19])[CH:16]=1)=[O:5]. (7) Given the reactants CC(OC([N:8](C(OC(C)(C)C)=O)[N:9]([C:17]1[C:22]([F:23])=[C:21]([N:24]2[CH2:29][CH:28]3[C:26]([N:30]([CH3:32])[CH3:31])([CH2:27]3)[CH2:25]2)[N:20]=[C:19]([Cl:33])[N:18]=1)C(OC(C)(C)C)=O)=O)(C)C.Cl, predict the reaction product. The product is: [Cl:33][C:19]1[N:20]=[C:21]([N:24]2[CH2:29][CH:28]3[C:26]([N:30]([CH3:32])[CH3:31])([CH2:27]3)[CH2:25]2)[C:22]([F:23])=[C:17]([NH:9][NH2:8])[N:18]=1. (8) Given the reactants [F:1][C:2]1[CH:3]=[C:4]([Cl:12])[C:5]([O:10][CH3:11])=[C:6]([CH:9]=1)[CH:7]=[O:8].[CH3:13][Mg]Br, predict the reaction product. The product is: [F:1][C:2]1[CH:3]=[C:4]([Cl:12])[C:5]([O:10][CH3:11])=[C:6]([CH:7]([OH:8])[CH3:13])[CH:9]=1. (9) Given the reactants [CH2:1]([C@@:5]1([CH2:39][CH3:40])[NH:11][C@@H:10]([C:12]2[CH:17]=[CH:16][CH:15]=[CH:14][CH:13]=2)[C:9]2[CH:18]=[C:19]([O:35][CH3:36])[C:20]([CH2:22][NH:23][CH:24]([CH2:30][C:31]([O:33]C)=[O:32])[CH2:25][C:26]([O:28]C)=[O:27])=[CH:21][C:8]=2[S:7](=[O:38])(=[O:37])[CH2:6]1)[CH2:2][CH2:3][CH3:4].O.[OH-].[Li+], predict the reaction product. The product is: [CH2:1]([C@@:5]1([CH2:39][CH3:40])[NH:11][C@@H:10]([C:12]2[CH:13]=[CH:14][CH:15]=[CH:16][CH:17]=2)[C:9]2[CH:18]=[C:19]([O:35][CH3:36])[C:20]([CH2:22][NH:23][CH:24]([CH2:30][C:31]([OH:33])=[O:32])[CH2:25][C:26]([OH:28])=[O:27])=[CH:21][C:8]=2[S:7](=[O:37])(=[O:38])[CH2:6]1)[CH2:2][CH2:3][CH3:4].